Dataset: NCI-60 drug combinations with 297,098 pairs across 59 cell lines. Task: Regression. Given two drug SMILES strings and cell line genomic features, predict the synergy score measuring deviation from expected non-interaction effect. (1) Drug 1: COC1=CC(=CC(=C1O)OC)C2C3C(COC3=O)C(C4=CC5=C(C=C24)OCO5)OC6C(C(C7C(O6)COC(O7)C8=CC=CS8)O)O. Drug 2: C#CCC(CC1=CN=C2C(=N1)C(=NC(=N2)N)N)C3=CC=C(C=C3)C(=O)NC(CCC(=O)O)C(=O)O. Cell line: HCT-15. Synergy scores: CSS=59.8, Synergy_ZIP=2.92, Synergy_Bliss=4.93, Synergy_Loewe=5.46, Synergy_HSA=5.18. (2) Drug 1: C1=CC(=CC=C1CCC2=CNC3=C2C(=O)NC(=N3)N)C(=O)NC(CCC(=O)O)C(=O)O. Drug 2: C(CCl)NC(=O)N(CCCl)N=O. Cell line: T-47D. Synergy scores: CSS=6.05, Synergy_ZIP=0.450, Synergy_Bliss=3.91, Synergy_Loewe=0.247, Synergy_HSA=1.63. (3) Drug 1: CC=C1C(=O)NC(C(=O)OC2CC(=O)NC(C(=O)NC(CSSCCC=C2)C(=O)N1)C(C)C)C(C)C. Drug 2: N.N.Cl[Pt+2]Cl. Cell line: NCI/ADR-RES. Synergy scores: CSS=33.7, Synergy_ZIP=-2.14, Synergy_Bliss=-4.93, Synergy_Loewe=-8.86, Synergy_HSA=-9.06. (4) Drug 1: C1CCN(CC1)CCOC2=CC=C(C=C2)C(=O)C3=C(SC4=C3C=CC(=C4)O)C5=CC=C(C=C5)O. Drug 2: CC1=C(C=C(C=C1)NC(=O)C2=CC=C(C=C2)CN3CCN(CC3)C)NC4=NC=CC(=N4)C5=CN=CC=C5. Cell line: HOP-92. Synergy scores: CSS=-1.95, Synergy_ZIP=1.29, Synergy_Bliss=-1.99, Synergy_Loewe=-8.28, Synergy_HSA=-6.88.